This data is from Reaction yield outcomes from USPTO patents with 853,638 reactions. The task is: Predict the reaction yield, written as a fraction of the theoretical maximum amount of product (1.0 means a 100% yield; for example, 0.34 means a 34% yield). (1) The reactants are [C:1]([O:4]C(=O)C)(=[O:3])[CH3:2].[OH:8][C@H:9]1[CH2:26][CH2:25][C@@:24]2([CH3:27])[CH:11]([CH2:12][CH2:13][C@@H:14]3[C@@H:23]2[C:22](=[O:28])[CH2:21][C@@:19]2([CH3:20])[C@H:15]3[CH2:16][CH2:17][C:18]2=[O:29])[CH2:10]1. The catalyst is N1C=CC=CC=1. The product is [C:1]([OH:4])(=[O:3])[CH3:2].[OH:8][C@H:9]1[CH2:26][CH2:25][C@@:24]2([CH3:27])[CH:11]([CH2:12][CH2:13][C@@H:14]3[C@@H:23]2[C:22](=[O:28])[CH2:21][C@@:19]2([CH3:20])[C@H:15]3[CH2:16][CH2:17][C:18]2=[O:29])[CH2:10]1. The yield is 0.664. (2) The reactants are [Cl:1][C:2]1[C:11]([NH:12][C:13](=O)[CH2:14][O:15][CH2:16][CH3:17])=[C:10]([NH:19][CH2:20][C:21]#[CH:22])[C:9]2[C:4](=[CH:5][CH:6]=[CH:7][CH:8]=2)[N:3]=1.C(N(CC)CC)C. The catalyst is C(O)C. The product is [Cl:1][C:2]1[C:11]2[N:12]=[C:13]([CH2:14][O:15][CH2:16][CH3:17])[N:19]([CH2:20][C:21]#[CH:22])[C:10]=2[C:9]2[CH:8]=[CH:7][CH:6]=[CH:5][C:4]=2[N:3]=1. The yield is 0.960. (3) The yield is 0.850. The reactants are [Al+3].[Cl-].[Cl-].[Cl-].[C:5](Cl)(=[O:7])[CH3:6].[Cl:9][C:10]1[CH:15]=[C:14]([O:16]C)[CH:13]=[CH:12][C:11]=1[O:18][CH3:19].Cl. The product is [Cl:9][C:10]1[C:11]([O:18][CH3:19])=[CH:12][C:13]([C:5](=[O:7])[CH3:6])=[C:14]([OH:16])[CH:15]=1. The catalyst is C(Cl)Cl. (4) The yield is 0.100. The product is [CH3:23][C:18]1([CH3:24])[C:19]([CH3:22])([CH3:21])[O:20][B:16]([C:2]2[CH:10]=[C:9]3[C:5]([CH:6]=[CH:7][NH:8]3)=[C:4]([NH:11][S:12]([CH3:15])(=[O:14])=[O:13])[CH:3]=2)[O:17]1. The catalyst is O1CCOCC1.C1(P(C2C=CC=CC=2)[C-]2C=CC=C2)C=CC=CC=1.[C-]1(P(C2C=CC=CC=2)C2C=CC=CC=2)C=CC=C1.[Fe+2]. The reactants are Br[C:2]1[CH:10]=[C:9]2[C:5]([CH:6]=[CH:7][NH:8]2)=[C:4]([NH:11][S:12]([CH3:15])(=[O:14])=[O:13])[CH:3]=1.[B:16]1([B:16]2[O:20][C:19]([CH3:22])([CH3:21])[C:18]([CH3:24])([CH3:23])[O:17]2)[O:20][C:19]([CH3:22])([CH3:21])[C:18]([CH3:24])([CH3:23])[O:17]1.C([O-])(=O)C.[K+]. (5) The reactants are [CH2:1]([C:3]1[CH:4]=[C:5]([O:16]C)[CH:6]=[C:7]2[C:12]=1[C:11](=[O:13])[CH2:10][CH2:9][C:8]2([CH3:15])[CH3:14])[CH3:2].[C-]#N.[Na+].C#N.Cl. The catalyst is CS(C)=O.CCCCCC.C(OCC)(=O)C. The product is [CH2:1]([C:3]1[CH:4]=[C:5]([OH:16])[CH:6]=[C:7]2[C:12]=1[C:11](=[O:13])[CH2:10][CH2:9][C:8]2([CH3:15])[CH3:14])[CH3:2]. The yield is 0.820. (6) The reactants are Br[C:2]1[N:6]2[C:7]3[C:12]([N:13]=[C:14]([CH3:15])[C:5]2=[C:4]([CH3:19])[N:3]=1)=[C:11]([F:16])[CH:10]=[C:9]([O:17][CH3:18])[CH:8]=3.[F:20][C:21]1[CH:26]=[CH:25][C:24]([C:27](=[O:29])[NH2:28])=[CH:23][C:22]=1B(O)O.C([O-])([O-])=O.[K+].[K+]. The catalyst is C1C=CC([P]([Pd]([P](C2C=CC=CC=2)(C2C=CC=CC=2)C2C=CC=CC=2)([P](C2C=CC=CC=2)(C2C=CC=CC=2)C2C=CC=CC=2)[P](C2C=CC=CC=2)(C2C=CC=CC=2)C2C=CC=CC=2)(C2C=CC=CC=2)C2C=CC=CC=2)=CC=1. The product is [F:20][C:21]1[CH:26]=[CH:25][C:24]([C:27]([NH2:28])=[O:29])=[CH:23][C:22]=1[C:2]1[N:6]2[C:7]3[C:12]([N:13]=[C:14]([CH3:15])[C:5]2=[C:4]([CH3:19])[N:3]=1)=[C:11]([F:16])[CH:10]=[C:9]([O:17][CH3:18])[CH:8]=3. The yield is 0.110. (7) The reactants are Br[C:2]1[CH:10]=[C:9]2[C:5]([CH:6]=[C:7]([CH3:11])[NH:8]2)=[CH:4][CH:3]=1.[H-].[Na+].[Li]CCCC.[CH3:19][C:20]1([CH3:31])[C:24]([CH3:26])([CH3:25])[O:23][B:22](OC(C)C)[O:21]1. The catalyst is O1CCCC1. The product is [CH3:11][C:7]1[NH:8][C:9]2[C:5]([CH:6]=1)=[CH:4][CH:3]=[C:2]([B:22]1[O:23][C:24]([CH3:26])([CH3:25])[C:20]([CH3:31])([CH3:19])[O:21]1)[CH:10]=2. The yield is 0.490.